This data is from SARS-CoV-2 main protease (3CLPro) crystallographic fragment screen with 879 compounds. The task is: Binary Classification. Given a drug SMILES string, predict its activity (active/inactive) in a high-throughput screening assay against a specified biological target. The molecule is COc1ccc(CNC2CCCC2)cc1. The result is 0 (inactive).